From a dataset of Full USPTO retrosynthesis dataset with 1.9M reactions from patents (1976-2016). Predict the reactants needed to synthesize the given product. Given the product [CH:41]1([CH2:44][N:45]([CH3:46])[C:24](=[O:26])[C:21]2[CH:20]=[CH:19][C:18]([C:15]([OH:17])([CH3:16])[CH2:14][N:6]3[C:7]4[CH:12]=[CH:11][C:10]([CH3:13])=[CH:9][C:8]=4[C:4]4[CH2:3][N:2]([CH3:1])[CH2:28][CH2:27][C:5]3=4)=[CH:23][N:22]=2)[CH2:43][CH2:42]1, predict the reactants needed to synthesize it. The reactants are: [CH3:1][N:2]1[CH2:28][CH2:27][C:5]2[N:6]([CH2:14][C:15]([C:18]3[CH:19]=[CH:20][C:21]([C:24]([OH:26])=O)=[N:22][CH:23]=3)([OH:17])[CH3:16])[C:7]3[CH:8]=[CH:9][C:10]([CH3:13])=[CH:11][C:12]=3[C:4]=2[CH2:3]1.CCN=C=NCCCN(C)C.Cl.[CH:41]1([CH2:44][NH:45][CH3:46])[CH2:43][CH2:42]1.